Dataset: Reaction yield outcomes from USPTO patents with 853,638 reactions. Task: Predict the reaction yield, written as a fraction of the theoretical maximum amount of product (1.0 means a 100% yield; for example, 0.34 means a 34% yield). The reactants are [Cl:1][C:2]1[CH:10]=[C:9]2[C:5]([CH:6]=[C:7]([CH3:11])[NH:8]2)=[CH:4][CH:3]=1.[F:12][C:13]([F:24])([F:23])[C:14](O[C:14](=[O:15])[C:13]([F:24])([F:23])[F:12])=[O:15]. The catalyst is ClCCCl. The product is [Cl:1][C:2]1[CH:10]=[C:9]2[C:5]([C:6]([C:14](=[O:15])[C:13]([F:24])([F:23])[F:12])=[C:7]([CH3:11])[NH:8]2)=[CH:4][CH:3]=1. The yield is 0.950.